This data is from Forward reaction prediction with 1.9M reactions from USPTO patents (1976-2016). The task is: Predict the product of the given reaction. (1) The product is: [NH2:21][C:16]1[CH:17]=[CH:18][CH:19]=[CH:20][C:15]=1[O:14][CH2:13][C@H:9]([NH:8][C:6]([O:5][C:1]([CH3:2])([CH3:3])[CH3:4])=[O:7])[C:10]([OH:12])=[O:11]. Given the reactants [C:1]([O:5][C:6]([NH:8][C@@H:9]([CH2:13][O:14][C:15]1[CH:20]=[CH:19][CH:18]=[CH:17][C:16]=1[N+:21]([O-])=O)[C:10]([OH:12])=[O:11])=[O:7])([CH3:4])([CH3:3])[CH3:2], predict the reaction product. (2) Given the reactants [ClH:1].C(N(CC)CCNC(C1C=CC2C(=CC=C(I)C=2)C=1)=O)C.[CH2:23]([N:25]([CH2:43][CH3:44])[CH2:26][CH2:27][NH:28][C:29]([C:31]1[C:40](=[O:41])[C:39]2[C:34](=[CH:35][CH:36]=[C:37]([I:42])[CH:38]=2)[NH:33][CH:32]=1)=[O:30])[CH3:24].[K+].[Br-], predict the reaction product. The product is: [ClH:1].[ClH:1].[CH2:43]([N:25]([CH2:23][CH3:24])[CH2:26][CH2:27][NH:28][C:29]([C:31]1[C:40](=[O:41])[C:39]2[C:34](=[CH:35][CH:36]=[C:37]([I:42])[CH:38]=2)[NH:33][CH:32]=1)=[O:30])[CH3:44].